Predict the reactants needed to synthesize the given product. From a dataset of Full USPTO retrosynthesis dataset with 1.9M reactions from patents (1976-2016). (1) Given the product [CH2:13]([NH:5][CH2:4][CH:3]([C:6]1[CH:11]=[CH:10][CH:9]=[CH:8][CH:7]=1)[CH:2]([CH3:12])[CH3:1])[C:14]1[CH:19]=[CH:18][CH:17]=[CH:16][CH:15]=1, predict the reactants needed to synthesize it. The reactants are: [CH3:1][CH:2]([CH3:12])[CH:3]([C:6]1[CH:11]=[CH:10][CH:9]=[CH:8][CH:7]=1)[CH2:4][NH2:5].[CH:13](=O)[C:14]1[CH:19]=[CH:18][CH:17]=[CH:16][CH:15]=1.C(O[BH-](OC(=O)C)OC(=O)C)(=O)C.[Na+].C(O)(=O)C. (2) Given the product [N+:11]([C:8]1[CH:9]=[CH:10][C:5]([C:4]([OH:21])=[O:3])=[C:6]([NH:14][CH:15]2[CH2:20][CH2:19][O:18][CH2:17][CH2:16]2)[CH:7]=1)([O-:13])=[O:12], predict the reactants needed to synthesize it. The reactants are: C([O:3][C:4](=[O:21])[C:5]1[CH:10]=[CH:9][C:8]([N+:11]([O-:13])=[O:12])=[CH:7][C:6]=1[NH:14][CH:15]1[CH2:20][CH2:19][O:18][CH2:17][CH2:16]1)C.[OH-].[Na+]. (3) The reactants are: [O:1]=[C:2]1[CH2:11][CH2:10][C:9]2[C:4](=[CH:5][CH:6]=[C:7]([NH:12][C:13]3[N:14]=[C:15]([N:22]4[CH2:27][CH2:26][CH:25]([CH2:28][C:29]([OH:31])=O)[CH2:24][CH2:23]4)[C:16]4[CH:21]=[CH:20][NH:19][C:17]=4[N:18]=3)[CH:8]=2)[NH:3]1.C1C=CC2N(O)N=[N:38]C=2C=1.C(Cl)CCl.N. Given the product [O:1]=[C:2]1[CH2:11][CH2:10][C:9]2[C:4](=[CH:5][CH:6]=[C:7]([NH:12][C:13]3[N:14]=[C:15]([N:22]4[CH2:27][CH2:26][CH:25]([CH2:28][C:29]([NH2:38])=[O:31])[CH2:24][CH2:23]4)[C:16]4[CH:21]=[CH:20][NH:19][C:17]=4[N:18]=3)[CH:8]=2)[NH:3]1, predict the reactants needed to synthesize it. (4) Given the product [Cl-:29].[CH2:1]([O:8][C:9]([C@@H:11]([NH:13][C:14]([C@@H:16]1[CH2:21][CH2:20][CH2:19][CH2:18][NH2+:17]1)=[O:15])[CH3:12])=[O:10])[C:2]1[CH:3]=[CH:4][CH:5]=[CH:6][CH:7]=1, predict the reactants needed to synthesize it. The reactants are: [CH2:1]([O:8][C:9]([C@@H:11]([NH:13][C:14]([C@@H:16]1[CH2:21][CH2:20][CH2:19][CH2:18][N:17]1C(OC(C)(C)C)=O)=[O:15])[CH3:12])=[O:10])[C:2]1[CH:7]=[CH:6][CH:5]=[CH:4][CH:3]=1.[ClH:29]. (5) Given the product [NH:20]1[C:24]2[CH:25]=[CH:26][CH:27]=[CH:28][C:23]=2[N:22]=[C:21]1[CH2:29][O:10][C:8]1[C:7]([O:11][CH3:12])=[CH:6][C:3]([CH:4]=[O:5])=[C:2]([Cl:1])[CH:9]=1, predict the reactants needed to synthesize it. The reactants are: [Cl:1][C:2]1[CH:9]=[C:8]([OH:10])[C:7]([O:11][CH3:12])=[CH:6][C:3]=1[CH:4]=[O:5].CN(C)C=O.[H-].[Na+].[NH:20]1[C:24]2[CH:25]=[CH:26][CH:27]=[CH:28][C:23]=2[N:22]=[C:21]1[CH2:29]OC1C(Cl)=CC(C=O)=C(F)C=1. (6) Given the product [CH2:3]([C:18]1[CH:23]=[CH:22][C:21]([N+:24]([O-:26])=[O:25])=[CH:20][CH:19]=1)[CH:2]=[CH2:1], predict the reactants needed to synthesize it. The reactants are: [CH2:1]([Sn](CCCC)(CCCC)CCCC)[CH:2]=[CH2:3].I[C:18]1[CH:23]=[CH:22][C:21]([N+:24]([O-:26])=[O:25])=[CH:20][CH:19]=1.[F-].[K+]. (7) Given the product [F:1][C:2]1[CH:10]=[CH:9][CH:8]=[CH:7][C:3]=1[C:4]([NH:12][C:13]1[CH:14]=[C:15]([B:22]([OH:24])[OH:23])[CH:16]=[C:17]([N+:19]([O-:21])=[O:20])[CH:18]=1)=[O:5], predict the reactants needed to synthesize it. The reactants are: [F:1][C:2]1[CH:10]=[CH:9][CH:8]=[CH:7][C:3]=1[C:4](Cl)=[O:5].Cl.[NH2:12][C:13]1[CH:14]=[C:15]([B:22]([OH:24])[OH:23])[CH:16]=[C:17]([N+:19]([O-:21])=[O:20])[CH:18]=1.